From a dataset of Full USPTO retrosynthesis dataset with 1.9M reactions from patents (1976-2016). Predict the reactants needed to synthesize the given product. (1) Given the product [Cl:1][C:2]1[CH:3]=[CH:4][C:5]([NH:8][S:9]([C:12]2[CH:13]=[CH:14][C:15]([O:28][CH3:29])=[C:16]3[C:21]=2[O:20][CH2:19][C@H:18]([NH:22][CH3:23])[CH2:17]3)(=[O:11])=[O:10])=[CH:6][CH:7]=1, predict the reactants needed to synthesize it. The reactants are: [Cl:1][C:2]1[CH:7]=[CH:6][C:5]([NH:8][S:9]([C:12]2[CH:13]=[CH:14][C:15]([O:28][CH3:29])=[C:16]3[C:21]=2[O:20][CH2:19][C@H:18]([NH:22][C:23](=O)OCC)[CH2:17]3)(=[O:11])=[O:10])=[CH:4][CH:3]=1.[Li].S([O-])([O-])(=O)=O.[Na+].[Na+]. (2) Given the product [C:1]([O:5][C:6]([N:8]1[CH2:9][CH:10]([C:12]2[CH:13]=[C:14]3[C:20]([C:21]([O:23][CH3:24])=[O:22])=[N:19][NH:18][C:15]3=[N:16][CH:17]=2)[CH2:11]1)=[O:7])([CH3:4])([CH3:3])[CH3:2], predict the reactants needed to synthesize it. The reactants are: [C:1]([O:5][C:6]([N:8]1[CH2:11][CH:10]([C:12]2[CH:13]=[C:14]3[C:20]([C:21]([O:23][CH3:24])=[O:22])=[N:19][N:18](S(C4C=CC(C)=CC=4)(=O)=O)[C:15]3=[N:16][CH:17]=2)[CH2:9]1)=[O:7])([CH3:4])([CH3:3])[CH3:2].[OH-].[Li+].